Dataset: Forward reaction prediction with 1.9M reactions from USPTO patents (1976-2016). Task: Predict the product of the given reaction. Given the reactants Cl.[NH2:2][CH2:3][C:4]([NH:6][CH:7]([C:14]1[CH:19]=[CH:18][C:17]([Cl:20])=[CH:16][CH:15]=1)[C:8]1[CH:13]=[CH:12][CH:11]=[CH:10][CH:9]=1)=[O:5].[F:21][C:22]1[CH:23]=[C:24]([CH:28]=[CH:29][C:30]=1[F:31])[C:25](O)=[O:26], predict the reaction product. The product is: [Cl:20][C:17]1[CH:18]=[CH:19][C:14]([CH:7]([NH:6][C:4]([CH2:3][NH:2][C:25](=[O:26])[C:24]2[CH:28]=[CH:29][C:30]([F:31])=[C:22]([F:21])[CH:23]=2)=[O:5])[C:8]2[CH:13]=[CH:12][CH:11]=[CH:10][CH:9]=2)=[CH:15][CH:16]=1.